This data is from Peptide-MHC class I binding affinity with 185,985 pairs from IEDB/IMGT. The task is: Regression. Given a peptide amino acid sequence and an MHC pseudo amino acid sequence, predict their binding affinity value. This is MHC class I binding data. (1) The peptide sequence is AENLWVTVW. The MHC is Mamu-A11 with pseudo-sequence Mamu-A11. The binding affinity (normalized) is 0.587. (2) The peptide sequence is STQQNKLVI. The MHC is HLA-A68:02 with pseudo-sequence HLA-A68:02. The binding affinity (normalized) is 0.0405. (3) The peptide sequence is WTLVVLLI. The MHC is HLA-A29:02 with pseudo-sequence HLA-A29:02. The binding affinity (normalized) is 0. (4) The peptide sequence is VHPVHAGPIA. The MHC is HLA-B42:01 with pseudo-sequence HLA-B42:01. The binding affinity (normalized) is 0.0672. (5) The peptide sequence is HPEDTGQVF. The MHC is HLA-B54:01 with pseudo-sequence HLA-B54:01. The binding affinity (normalized) is 0.0641. (6) The peptide sequence is LTNDNTSRY. The MHC is HLA-A01:01 with pseudo-sequence HLA-A01:01. The binding affinity (normalized) is 0.957. (7) The peptide sequence is RPRIRLSAP. The MHC is HLA-A02:01 with pseudo-sequence HLA-A02:01. The binding affinity (normalized) is 0.0847. (8) The peptide sequence is QIIGYVIGT. The MHC is HLA-A02:06 with pseudo-sequence HLA-A02:06. The binding affinity (normalized) is 0.574. (9) The peptide sequence is EDLLHLNSLF. The MHC is Mamu-B01 with pseudo-sequence Mamu-B01. The binding affinity (normalized) is 0.0506. (10) The peptide sequence is TFRERYSYK. The MHC is HLA-A11:01 with pseudo-sequence HLA-A11:01. The binding affinity (normalized) is 0.651.